Dataset: Catalyst prediction with 721,799 reactions and 888 catalyst types from USPTO. Task: Predict which catalyst facilitates the given reaction. (1) Reactant: N1([CH:6]=[CH:7][C:8]([O:10][CH2:11][CH3:12])=[O:9])CCCC1.CCN(CC)CC.[N+:20]([CH2:23][CH2:24][CH3:25])([O-:22])=O.O=P(Cl)(Cl)Cl. Product: [CH2:24]([C:23]1[C:7]([C:8]([O:10][CH2:11][CH3:12])=[O:9])=[CH:6][O:22][N:20]=1)[CH3:25]. The catalyst class is: 22. (2) Reactant: C[O:2][C:3](=[O:26])[C:4]1[CH:9]=[CH:8][CH:7]=[C:6]([C:10]2[CH:11]=[N:12][C:13]([NH2:25])=[C:14]([C:16]3[S:17][C:18]4[CH:24]=[CH:23][CH:22]=[CH:21][C:19]=4[N:20]=3)[CH:15]=2)[CH:5]=1.C([O-])([O-])=O.[K+].[K+]. Product: [NH2:25][C:13]1[N:12]=[CH:11][C:10]([C:6]2[CH:5]=[C:4]([CH:9]=[CH:8][CH:7]=2)[C:3]([OH:26])=[O:2])=[CH:15][C:14]=1[C:16]1[S:17][C:18]2[CH:24]=[CH:23][CH:22]=[CH:21][C:19]=2[N:20]=1. The catalyst class is: 38. (3) Reactant: FC(F)(F)C(O)=O.[NH2:8][CH:9]([CH2:14][C:15]1[CH:20]=[CH:19][C:18]([O:21][CH2:22][CH2:23][N:24]2[C:28]3[CH:29]=[CH:30][C:31]([C:33](=[O:40])[C:34]4[CH:39]=[CH:38][CH:37]=[CH:36][CH:35]=4)=[CH:32][C:27]=3[S:26][C:25]2=[O:41])=[CH:17][CH:16]=1)[C:10]([O:12][CH3:13])=[O:11].C(N(CC)CC)C.[C:49](Cl)(=[O:56])[C:50]1[CH:55]=[CH:54][CH:53]=[CH:52][CH:51]=1. Product: [C:49]([NH:8][CH:9]([CH2:14][C:15]1[CH:16]=[CH:17][C:18]([O:21][CH2:22][CH2:23][N:24]2[C:28]3[CH:29]=[CH:30][C:31]([C:33](=[O:40])[C:34]4[CH:35]=[CH:36][CH:37]=[CH:38][CH:39]=4)=[CH:32][C:27]=3[S:26][C:25]2=[O:41])=[CH:19][CH:20]=1)[C:10]([O:12][CH3:13])=[O:11])(=[O:56])[C:50]1[CH:55]=[CH:54][CH:53]=[CH:52][CH:51]=1. The catalyst class is: 13. (4) Reactant: C(OC([NH:8][C@@H:9]([CH2:15][CH2:16][C:17]([C:19]1[C:24]([Cl:25])=[CH:23][N:22]=[C:21]([C:26]([F:29])([F:28])[F:27])[CH:20]=1)=O)[C:10]([O:12][CH2:13][CH3:14])=[O:11])=O)(C)(C)C. Product: [Cl:25][C:24]1[C:19]([C:17]2[CH2:16][CH2:15][C@@H:9]([C:10]([O:12][CH2:13][CH3:14])=[O:11])[N:8]=2)=[CH:20][C:21]([C:26]([F:29])([F:28])[F:27])=[N:22][CH:23]=1. The catalyst class is: 818. (5) Reactant: [H-].[Na+].[CH2:3]([OH:8])[CH2:4][CH2:5][CH:6]=[CH2:7].Cl[C:10]1[N:15]=[C:14](Cl)[N:13]=[C:12](Cl)[N:11]=1.[OH2:18]. Product: [CH2:3]([O:8][C:10]1[N:15]=[C:14]([O:18][CH2:7][CH2:6][CH2:5][CH:4]=[CH2:3])[N:13]=[C:12]([O:8][CH2:3][CH2:4][CH2:5][CH:6]=[CH2:7])[N:11]=1)[CH2:4][CH2:5][CH:6]=[CH2:7]. The catalyst class is: 7. (6) Reactant: [CH3:1][C:2]([C@H:4]1[C@@H:8]2[C@@H:9]3[C@@:22]([CH3:25])([CH2:23][CH2:24][C@@:7]2(C(O)=O)[CH2:6][CH2:5]1)[C@@:21]1([CH3:26])[C@@H:12]([C@:13]2([CH3:30])[C@@H:18]([CH2:19][CH2:20]1)[C:17]([CH3:28])([CH3:27])[C@@H:16]([OH:29])[CH2:15][CH2:14]2)[CH2:11][CH2:10]3)=[CH2:3].C([N:36]([CH2:39]C)CC)C.P(N=[N+]=[N-])(=O)(OC1C=CC=CC=1)[O:42]C1C=CC=CC=1. Product: [N:36]([C@:7]12[CH2:6][CH2:5][C@@H:4]([C:2]([CH3:1])=[CH2:3])[C@@H:8]1[C@@H:9]1[C@@:22]([CH3:25])([CH2:23][CH2:24]2)[C@@:21]2([CH3:26])[C@@H:12]([C@:13]3([CH3:30])[C@@H:18]([CH2:19][CH2:20]2)[C:17]([CH3:28])([CH3:27])[C@@H:16]([OH:29])[CH2:15][CH2:14]3)[CH2:11][CH2:10]1)=[C:39]=[O:42]. The catalyst class is: 12.